Dataset: Forward reaction prediction with 1.9M reactions from USPTO patents (1976-2016). Task: Predict the product of the given reaction. (1) Given the reactants C=[C:2]1[CH2:8][O:7][CH2:6][CH2:5][N:4]([C:9]([O:11][C:12]([CH3:15])([CH3:14])[CH3:13])=[O:10])[CH2:3]1.I([O-])(=O)(=O)=[O:17].[Na+], predict the reaction product. The product is: [O:17]=[C:2]1[CH2:8][O:7][CH2:6][CH2:5][N:4]([C:9]([O:11][C:12]([CH3:15])([CH3:14])[CH3:13])=[O:10])[CH2:3]1. (2) Given the reactants [Br:1][C:2]1[C:3](O)=[C:4]([C:13]#[N:14])[C:5](=[O:12])[N:6]([CH2:8][CH:9]([CH3:11])[CH3:10])[CH:7]=1.P(Cl)(Cl)([Cl:18])=O.C(=O)([O-])[O-].[K+].[K+], predict the reaction product. The product is: [Br:1][C:2]1[C:3]([Cl:18])=[C:4]([C:13]#[N:14])[C:5](=[O:12])[N:6]([CH2:8][CH:9]([CH3:11])[CH3:10])[CH:7]=1. (3) Given the reactants [OH:1][C:2]1([C:9]2[S:13][C:12]([CH:14]([CH3:16])[CH3:15])=[N:11][CH:10]=2)[CH2:7][CH2:6][C:5](=O)[CH2:4][CH2:3]1.[NH:17]1[CH2:20][CH:19]([NH:21][C:22]([CH2:24][NH:25][C:26](=[O:37])[C:27]2[CH:32]=[CH:31][CH:30]=[C:29]([C:33]([F:36])([F:35])[F:34])[CH:28]=2)=[O:23])[CH2:18]1, predict the reaction product. The product is: [OH:1][C:2]1([C:9]2[S:13][C:12]([CH:14]([CH3:16])[CH3:15])=[N:11][CH:10]=2)[CH2:7][CH2:6][CH:5]([N:17]2[CH2:20][CH:19]([NH:21][C:22]([CH2:24][NH:25][C:26](=[O:37])[C:27]3[CH:32]=[CH:31][CH:30]=[C:29]([C:33]([F:36])([F:34])[F:35])[CH:28]=3)=[O:23])[CH2:18]2)[CH2:4][CH2:3]1. (4) Given the reactants [Cl:1][C:2]1[CH:9]=[C:8]([C:10]([F:13])([F:12])[F:11])[CH:7]=[CH:6][C:3]=1[C:4]#N.CC(C[AlH]CC(C)C)C.C(O)(=[O:25])C.O, predict the reaction product. The product is: [Cl:1][C:2]1[CH:9]=[C:8]([C:10]([F:13])([F:12])[F:11])[CH:7]=[CH:6][C:3]=1[CH:4]=[O:25]. (5) Given the reactants [CH2:1]([O:8][N:9]1[C:12]2([CH:17]=CC(=O)[CH:14](O)[CH:13]2[OH:20])[CH2:11][C:10]1=[O:21])[C:2]1[CH:7]=[CH:6][CH:5]=[CH:4][CH:3]=1.[CH3:22][O:23]C(OC)(C)C.[CH3:29]C1C=CC(S(O)(=O)=O)=CC=1.[CH3:40][C:41]([CH3:43])=[O:42], predict the reaction product. The product is: [CH2:1]([O:8][N:9]1[C:12]23[CH:17]=[CH:43][C:41](=[O:42])[CH:40]([CH3:29])[C:13]2([O:20][CH2:22][O:23][CH:11]3[C:10]1=[O:21])[CH3:14])[C:2]1[CH:3]=[CH:4][CH:5]=[CH:6][CH:7]=1. (6) Given the reactants [CH3:1][O:2][C:3](=[O:13])[C:4]1[C:9]([CH3:10])=[CH:8][C:7]([F:11])=[CH:6][C:5]=1Br.C(=O)([O-])[O-].[Na+].[Na+].[CH3:20][N:21]1CCCC1=O, predict the reaction product. The product is: [CH3:1][O:2][C:3](=[O:13])[C:4]1[C:9]([CH3:10])=[CH:8][C:7]([F:11])=[CH:6][C:5]=1[C:20]#[N:21]. (7) Given the reactants C(Cl)(=O)C(Cl)=O.CS(C)=O.[Cl:11][C:12]1[CH:13]=[C:14]([C:32]2[CH:37]=[CH:36][CH:35]=[C:34]([S:38]([CH3:41])(=[O:40])=[O:39])[CH:33]=2)[CH:15]=[CH:16][C:17]=1[N:18]1[CH:22]=[C:21]([CH2:23][OH:24])[N:20]=[C:19]1[C:25]1[CH:30]=[CH:29][CH:28]=[CH:27][C:26]=1[Cl:31].C(N(CC)CC)C, predict the reaction product. The product is: [Cl:11][C:12]1[CH:13]=[C:14]([C:32]2[CH:37]=[CH:36][CH:35]=[C:34]([S:38]([CH3:41])(=[O:40])=[O:39])[CH:33]=2)[CH:15]=[CH:16][C:17]=1[N:18]1[CH:22]=[C:21]([CH:23]=[O:24])[N:20]=[C:19]1[C:25]1[CH:30]=[CH:29][CH:28]=[CH:27][C:26]=1[Cl:31]. (8) The product is: [NH2:1][C:2]1[N:10]=[CH:9][N:8]=[C:7]2[C:3]=1[N:4]=[C:5]([S:16][C:17]1[S:18][C:19]3[C:25]([Cl:26])=[CH:24][CH:23]=[CH:22][C:20]=3[N:21]=1)[N:6]2[CH:11]([CH3:15])[CH2:12][CH2:13][O:14][S:27](=[O:30])(=[O:29])[NH2:28]. Given the reactants [NH2:1][C:2]1[N:10]=[CH:9][N:8]=[C:7]2[C:3]=1[N:4]=[C:5]([S:16][C:17]1[S:18][C:19]3[C:25]([Cl:26])=[CH:24][CH:23]=[CH:22][C:20]=3[N:21]=1)[N:6]2[CH:11]([CH3:15])[CH2:12][CH2:13][OH:14].[S:27](Cl)(=[O:30])(=[O:29])[NH2:28].C(=O)([O-])[O-].[Ca+2], predict the reaction product.